From a dataset of Catalyst prediction with 721,799 reactions and 888 catalyst types from USPTO. Predict which catalyst facilitates the given reaction. Reactant: [CH3:1][C:2]1[N:3]=[C:4]([N:12]2[CH2:16][CH2:15][NH:14][C:13]2=[O:17])[S:5][C:6]=1[C:7]([O:9][CH2:10][CH3:11])=[O:8].[F:18][CH:19]([F:27])[C:20]1[O:24][C:23]([CH2:25]O)=[CH:22][CH:21]=1.C(P(CCCC)CCCC)CCC.N(C(N(C)C)=O)=NC(N(C)C)=O. Product: [F:18][CH:19]([F:27])[C:20]1[O:24][C:23]([CH2:25][N:14]2[CH2:15][CH2:16][N:12]([C:4]3[S:5][C:6]([C:7]([O:9][CH2:10][CH3:11])=[O:8])=[C:2]([CH3:1])[N:3]=3)[C:13]2=[O:17])=[CH:22][CH:21]=1. The catalyst class is: 7.